This data is from Experimentally validated miRNA-target interactions with 360,000+ pairs, plus equal number of negative samples. The task is: Binary Classification. Given a miRNA mature sequence and a target amino acid sequence, predict their likelihood of interaction. The miRNA is mmu-miR-224-5p with sequence UAAGUCACUAGUGGUUCCGUU. The protein sequence of the target gene is MGTASSLVSPTGGEVIEDTYGAGGGEACEIPVEVKPKARLLRSSFRRGAGAGPGSLPRAAGGGGLLGASFKSTGSSVPELEYAAAEFERLKKEYEIFRVSKNQELLSMGRREAKLDTENKRLRAELQALQKTYQKILREKEGALEAKYQAMERAVTFEHDRDRVKRQFKIFRETKENEIQDLLRAKRELESKLQRLQAQGIQVFDPGESDSDDNCTDVTAAGTQCEYWASRALGSEHSIGSMIQLPQPFRGPEFAHSSIDVEGPFANINRDDWDAAVAGLLQATPLFSHSLWSHPVRCYL.... Result: 1 (interaction).